This data is from Full USPTO retrosynthesis dataset with 1.9M reactions from patents (1976-2016). The task is: Predict the reactants needed to synthesize the given product. (1) Given the product [Cl:1][C:2]1[N:7]=[C:6]([N:8]([CH3:13])[S:9]([CH3:12])(=[O:11])=[O:10])[C:5]([F:14])=[C:4]([NH:25][C:22]2[CH:21]=[C:20]([O:19][CH:16]([CH3:18])[CH3:17])[NH:24][N:23]=2)[N:3]=1, predict the reactants needed to synthesize it. The reactants are: [Cl:1][C:2]1[N:7]=[C:6]([N:8]([CH3:13])[S:9]([CH3:12])(=[O:11])=[O:10])[C:5]([F:14])=[C:4](Cl)[N:3]=1.[CH:16]([O:19][C:20]1[NH:24][N:23]=[C:22]([NH2:25])[CH:21]=1)([CH3:18])[CH3:17].CCN(C(C)C)C(C)C. (2) Given the product [C:25]([O:30][CH2:31][CH2:32][CH2:33][CH2:34][CH2:35][CH2:36][CH2:37][CH2:38][CH2:39][CH2:40][CH2:41][CH3:42])(=[O:29])[C:26]([CH3:28])=[CH2:27].[C:25]([O:30][CH3:31])(=[O:29])[C:26]([CH3:28])=[CH2:27], predict the reactants needed to synthesize it. The reactants are: C(OS(C1C=CC=CC=1)(=O)=O)CCCCCCCCCCC.[Na].O.[C:25]([O:30][CH2:31][CH2:32][CH2:33][CH2:34][CH2:35][CH2:36][CH2:37][CH2:38][CH2:39][CH2:40][CH2:41][CH3:42])(=[O:29])[C:26]([CH3:28])=[CH2:27]. (3) Given the product [CH2:1]([O:8][C:9]1[CH:20]=[C:19]2[C:12](=[CH:11][CH:10]=1)[NH:13][CH:14]=[C:15]2[CH2:16][CH2:17][NH:18][CH2:31][C:30]1[CH:33]=[CH:34][CH:35]=[C:28]([O:21][C:22]2[CH:27]=[CH:26][CH:25]=[CH:24][CH:23]=2)[CH:29]=1)[C:2]1[CH:3]=[CH:4][CH:5]=[CH:6][CH:7]=1, predict the reactants needed to synthesize it. The reactants are: [CH2:1]([O:8][C:9]1[CH:20]=[C:19]2[C:12]([NH:13][CH:14]=[C:15]2[CH2:16][CH2:17][NH2:18])=[CH:11][CH:10]=1)[C:2]1[CH:7]=[CH:6][CH:5]=[CH:4][CH:3]=1.[O:21]([C:28]1[CH:29]=[C:30]([CH:33]=[CH:34][CH:35]=1)[CH:31]=O)[C:22]1[CH:27]=[CH:26][CH:25]=[CH:24][CH:23]=1.[BH4-].[Na+].C(O)(=O)C(O)=O. (4) Given the product [NH2:8][C:5]1[N:6]=[CH:7][C:2]([N:9]2[CH2:13][CH2:12][CH2:11][C:10]2=[O:14])=[N:3][CH:4]=1, predict the reactants needed to synthesize it. The reactants are: Br[C:2]1[N:3]=[CH:4][C:5]([NH2:8])=[N:6][CH:7]=1.[NH:9]1[CH2:13][CH2:12][CH2:11][C:10]1=[O:14].C(=O)([O-])[O-].[K+].[K+].[C@@H]1(N)CCCC[C@H]1N. (5) Given the product [CH2:1]([C:5]1[N:6]=[C:7]([CH3:42])[N:8]([C:36]2[CH:41]=[CH:40][CH:39]=[CH:38][N:37]=2)[C:9](=[O:35])[C:10]=1[CH2:11][C:12]1[CH:28]=[C:27]([CH2:29][CH2:30][CH3:31])[C:15]([O:16][CH:17]([C:21]2[CH:22]=[CH:23][CH:24]=[CH:25][CH:26]=2)[C:18]([NH2:45])=[O:19])=[C:14]([CH2:32][CH2:33][CH3:34])[CH:13]=1)[CH2:2][CH2:3][CH3:4], predict the reactants needed to synthesize it. The reactants are: [CH2:1]([C:5]1[N:6]=[C:7]([CH3:42])[N:8]([C:36]2[CH:41]=[CH:40][CH:39]=[CH:38][N:37]=2)[C:9](=[O:35])[C:10]=1[CH2:11][C:12]1[CH:28]=[C:27]([CH2:29][CH2:30][CH3:31])[C:15]([O:16][CH:17]([C:21]2[CH:26]=[CH:25][CH:24]=[CH:23][CH:22]=2)[C:18](O)=[O:19])=[C:14]([CH2:32][CH2:33][CH3:34])[CH:13]=1)[CH2:2][CH2:3][CH3:4].O.O[N:45]1C2C=CC=CC=2N=N1.Cl.C(N=C=NCCCN(C)C)C.N.